From a dataset of Retrosynthesis with 50K atom-mapped reactions and 10 reaction types from USPTO. Predict the reactants needed to synthesize the given product. (1) Given the product C[C@H](Oc1ccc(S(C)(=O)=O)cc1C(=O)N1Cc2cc(-c3ccc(F)cc3)cnc2C1)C(F)(F)F, predict the reactants needed to synthesize it. The reactants are: C[C@H](Oc1ccc(S(C)(=O)=O)cc1C(=O)N1Cc2cc(Br)cnc2C1)C(F)(F)F.OB(O)c1ccc(F)cc1. (2) Given the product CCOC(=O)c1[nH]c(C)c(-c2ccc(C(=O)Nc3ccc(C#N)cc3)cc2)c1C, predict the reactants needed to synthesize it. The reactants are: CCOC(=O)c1[nH]c(C)c(-c2ccc(C(=O)O)cc2)c1C.N#Cc1ccc(N)cc1. (3) Given the product CCCCCCCCCCCc1noc(-c2ccc(CN[C@H](C)c3ccc(C(F)(F)F)cc3)cc2)n1, predict the reactants needed to synthesize it. The reactants are: CCCCCCCCCCCc1noc(-c2ccc(C=O)cc2)n1.C[C@@H](N)c1ccc(C(F)(F)F)cc1. (4) The reactants are: NCC1CCN(S(=O)(=O)c2cccc3ccccc23)CC1.O=C(Cl)C1CCCCC1. Given the product O=C(NCC1CCN(S(=O)(=O)c2cccc3ccccc23)CC1)C1CCCCC1, predict the reactants needed to synthesize it. (5) Given the product Cn1ccc(O)cc1=O, predict the reactants needed to synthesize it. The reactants are: Cn1ccc(OCc2ccccc2)cc1=O. (6) Given the product O=c1c(Cc2ccccn2)cn2c3ccc(Br)cc3c3cc(O)cc1c32, predict the reactants needed to synthesize it. The reactants are: COc1cc2c(=O)c(Cc3ccccn3)cn3c4ccc(Br)cc4c(c1)c23. (7) Given the product O=CN(c1cc(Cl)cc(Cl)c1)c1cc(NC(=S)Nc2cc(Cl)cc(Cl)c2)cc(Nc2cccc(C(F)(F)F)c2)c1, predict the reactants needed to synthesize it. The reactants are: Nc1cc(Nc2cccc(C(F)(F)F)c2)cc(N(C=O)c2cc(Cl)cc(Cl)c2)c1.S=C=Nc1cc(Cl)cc(Cl)c1. (8) Given the product Cc1c(NCc2ccc3c(c2)OCCO3)cccc1[N+](=O)[O-], predict the reactants needed to synthesize it. The reactants are: Cc1c(N)cccc1[N+](=O)[O-].O=Cc1ccc2c(c1)OCCO2.